From a dataset of Full USPTO retrosynthesis dataset with 1.9M reactions from patents (1976-2016). Predict the reactants needed to synthesize the given product. (1) Given the product [F:1][C:2]1[CH:3]=[C:4]([CH:5]=[CH:6][C:7]=1[F:8])[O:9][C:15]1[C:16]([C:19]([NH2:20])=[O:27])=[N:17][CH:18]=[C:13]([Br:12])[CH:14]=1, predict the reactants needed to synthesize it. The reactants are: [F:1][C:2]1[CH:3]=[C:4]([OH:9])[CH:5]=[CH:6][C:7]=1[F:8].[H-].[Na+].[Br:12][C:13]1[CH:14]=[C:15]([N+]([O-])=O)[C:16]([C:19]#[N:20])=[N:17][CH:18]=1.[OH-].[Na+].C(=O)([O-])[OH:27].[Na+]. (2) Given the product [Br:2][C:3]1[CH:9]=[C:8]([F:10])[CH:7]=[C:5]2[C:4]=1[CH:12]=[CH:13][CH:15]=[N:6]2.[Br:2][C:3]1[CH:4]=[C:5]2[C:7]([CH:21]=[CH:20][CH:25]=[N:6]2)=[C:8]([F:10])[CH:9]=1, predict the reactants needed to synthesize it. The reactants are: Cl.[Br:2][C:3]1[CH:4]=[C:5]([CH:7]=[C:8]([F:10])[CH:9]=1)[NH2:6].O[CH2:12][CH:13]([CH2:15]O)O.[N+]([C:20]1[CH:25]=CC=C[CH:21]=1)([O-])=O.S(=O)(=O)(O)O.